Dataset: Forward reaction prediction with 1.9M reactions from USPTO patents (1976-2016). Task: Predict the product of the given reaction. (1) Given the reactants CC(=C[C:7]1[CH:12]=[CH:11][CH:10]=[CH:9][CH:8]=1)C(O)=O.OOS([O-])=O.[K+].[C:19]([O-:22])(O)=[O:20].[Na+].[O-]S([O-])=O.[Na+].[Na+], predict the reaction product. The product is: [C:19]([OH:22])(=[O:20])[C:7]1[CH:12]=[CH:11][CH:10]=[CH:9][CH:8]=1. (2) The product is: [CH2:1]([N:4]1[C:8](=[O:9])[N:7]([CH2:38][C:37]2[CH:40]=[CH:41][C:34]([S:33][C:32]([F:43])([F:31])[F:42])=[CH:35][CH:36]=2)[N:6]=[C:5]1[CH2:10][O:11][C:12]([C:25]1[CH:30]=[CH:29][CH:28]=[CH:27][CH:26]=1)([C:19]1[CH:20]=[CH:21][CH:22]=[CH:23][CH:24]=1)[C:13]1[CH:18]=[CH:17][CH:16]=[CH:15][CH:14]=1)[CH2:2][CH3:3]. Given the reactants [CH2:1]([N:4]1[C:8](=[O:9])[NH:7][N:6]=[C:5]1[CH2:10][O:11][C:12]([C:25]1[CH:30]=[CH:29][CH:28]=[CH:27][CH:26]=1)([C:19]1[CH:24]=[CH:23][CH:22]=[CH:21][CH:20]=1)[C:13]1[CH:18]=[CH:17][CH:16]=[CH:15][CH:14]=1)[CH2:2][CH3:3].[F:31][C:32]([F:43])([F:42])[S:33][C:34]1[CH:41]=[CH:40][C:37]([CH2:38]Br)=[CH:36][CH:35]=1.C1CN2C(=NCCC2)NC1, predict the reaction product. (3) The product is: [Cl:17][C:18]1[C:23]2=[CH:24][N:25]([CH2:2][C:3]3[CH:8]=[CH:7][C:6]([CH2:9][N:10]4[CH:15]=[CH:14][CH:13]=[CH:12][C:11]4=[O:16])=[CH:5][CH:4]=3)[N:26]=[C:22]2[CH:21]=[CH:20][N:19]=1. Given the reactants Br[CH2:2][C:3]1[CH:8]=[CH:7][C:6]([CH2:9][N:10]2[CH:15]=[CH:14][CH:13]=[CH:12][C:11]2=[O:16])=[CH:5][CH:4]=1.[Cl:17][C:18]1[C:23]2[CH:24]=[N:25][NH:26][C:22]=2[CH:21]=[CH:20][N:19]=1.C(=O)([O-])[O-].[K+].[K+].[Na+].[I-], predict the reaction product. (4) Given the reactants CS[C:3](=[C:6]([C:9]#[N:10])[C:7]#[N:8])SC.[OH:11][CH2:12][CH2:13][CH2:14][NH:15][CH2:16][CH2:17][NH2:18].C(OCC)(=O)C.C(OC(C)C)(C)C, predict the reaction product. The product is: [OH:11][CH2:12][CH2:13][CH2:14][N:15]1[CH2:16][CH2:17][NH:18][C:3]1=[C:6]([C:9]#[N:10])[C:7]#[N:8]. (5) Given the reactants Cl[C:2]1[N:3]=[C:4]([N:22]2[CH2:27][CH2:26][O:25][CH2:24][CH2:23]2)[C:5]2[CH:10]=[CH:9][N:8]([CH2:11][C:12]3[CH:13]=[C:14]([NH:18][C:19]([NH2:21])=[O:20])[CH:15]=[CH:16][CH:17]=3)[C:6]=2[N:7]=1.[OH:28][CH2:29][C:30]1[CH:31]=[C:32](B(O)O)[CH:33]=[CH:34][CH:35]=1.C(=O)([O-])[O-].[Na+].[Na+], predict the reaction product. The product is: [OH:28][CH2:29][C:30]1[CH:35]=[C:34]([C:2]2[N:3]=[C:4]([N:22]3[CH2:27][CH2:26][O:25][CH2:24][CH2:23]3)[C:5]3[CH:10]=[CH:9][N:8]([CH2:11][C:12]4[CH:13]=[C:14]([NH:18][C:19]([NH2:21])=[O:20])[CH:15]=[CH:16][CH:17]=4)[C:6]=3[N:7]=2)[CH:33]=[CH:32][CH:31]=1. (6) Given the reactants [CH3:1][O:2][C:3](=[O:15])[CH2:4][C:5]1[C:9]2[CH:10]=[CH:11][C:12]([OH:14])=[CH:13][C:8]=2[S:7][CH:6]=1.C(N(CC)CC)C.[F:23][C:24]([F:37])([F:36])[S:25](O[S:25]([C:24]([F:37])([F:36])[F:23])(=[O:27])=[O:26])(=[O:27])=[O:26].[Cl-].[NH4+], predict the reaction product. The product is: [CH3:1][O:2][C:3](=[O:15])[CH2:4][C:5]1[C:9]2[CH:10]=[CH:11][C:12]([O:14][S:25]([C:24]([F:37])([F:36])[F:23])(=[O:27])=[O:26])=[CH:13][C:8]=2[S:7][CH:6]=1.